Dataset: CYP2D6 inhibition data for predicting drug metabolism from PubChem BioAssay. Task: Regression/Classification. Given a drug SMILES string, predict its absorption, distribution, metabolism, or excretion properties. Task type varies by dataset: regression for continuous measurements (e.g., permeability, clearance, half-life) or binary classification for categorical outcomes (e.g., BBB penetration, CYP inhibition). Dataset: cyp2d6_veith. (1) The drug is Cc1c(-c2c(C#N)c(N)nc3c2CCCCCC3)cnn1C. The result is 0 (non-inhibitor). (2) The drug is C(=C\c1ccccc1)\CN1CCN(C(c2ccccc2)c2ccccc2)CC1. The result is 1 (inhibitor). (3) The compound is CC(C)NC(=O)N1CCCC2(CCN(C(=O)c3cccn3C)CC2)C1. The result is 0 (non-inhibitor). (4) The drug is O=C(Nc1ccccc1Cl)c1ccn[nH]1. The result is 0 (non-inhibitor). (5) The drug is CC1Cc2ccccc2N1C(=O)C1CCCN(S(=O)(=O)c2cccc3nsnc23)C1. The result is 0 (non-inhibitor). (6) The compound is O=C(c1cc2cc3ccc(Cl)cc3nc2o1)N1CCC2(CC1)OCCO2. The result is 0 (non-inhibitor). (7) The molecule is Cc1nc2sc3c(c2c(=O)[nH]1)CCCC3. The result is 0 (non-inhibitor).